This data is from Experimentally validated miRNA-target interactions with 360,000+ pairs, plus equal number of negative samples. The task is: Binary Classification. Given a miRNA mature sequence and a target amino acid sequence, predict their likelihood of interaction. (1) The miRNA is hsa-miR-3191-3p with sequence UGGGGACGUAGCUGGCCAGACAG. The protein sequence of the target gene is MEDIKDSKVKRFCSKNILIILGFTSILAVIALIAVGLTQNKPLPENVKYGIVLDAGSSHTNLYIYKWPAEKENDTGVVQQLEECQVKGPGISKYAQKTDEIGAYLAECMELSTELIPTSKHHQTPVYLGATAGMRLLRMESEQSADEVLAAVSTSLKSYPFDFQGAKIITGQEEGAYGWITINYLLGRFTQEQSWLSLISDSQKQETFGALDLGGASTQITFVPQNSTIESPENSLQFRLYGEDYTVYTHSFLCYGKDQALWQKLAKDIQVSSGGVLKDPCFNPGYEKVVNVSELYGTPC.... Result: 0 (no interaction). (2) The miRNA is hsa-miR-548w with sequence AAAAGUAACUGCGGUUUUUGCCU. The protein sequence of the target gene is MGCRDVHAATVLSFLCGIASVAGLFAGTLLPNWRKLRLITFNRNEKNLTVYTGLWVKCARYDGSSDCLMYDTTWYSSVDQLDLRVLQFALPLSMLIAMGALLLCLIGMCNTAFRSSVPNIKLAKCLVNSAGCHLVAGLLFFLAGTVSLSPSIWVIFYNIHLNKKFEPVFSFDYAVYVTIASAGGLFMTSLILFIWYCTCKSLPSPFWQPLYSHPPSMHTYSQPYSARSRLSAIEIDIPVVSHTT. Result: 1 (interaction). (3) The miRNA is hsa-miR-6718-5p with sequence UAGUGGUCAGAGGGCUUAUGA. The protein sequence of the target gene is MSRLSWGYREHNGPIHWKEFFPIADGDQQSPIEIKTKEVKYDSSLRPLSIKYDPSSAKIISNSGHSFNVDFDDTENKSVLRGGPLTGSYRLRQVHLHWGSADDHGSEHIVDGVSYAAELHVVHWNSDKYPSFVEAAHEPDGLAVLGVFLQIGEPNSQLQKITDTLDSIKEKGKQTRFTNFDLLSLLPPSWDYWTYPGSLTVPPLLESVTWIVLKQPINISSQQLAKFRSLLCTAEGEAAAFLVSNHRPPQPLKGRKVRASFH. Result: 0 (no interaction). (4) The miRNA is hsa-miR-5582-3p with sequence UAAAACUUUAAGUGUGCCUAGG. The protein sequence of the target gene is MDDKGDPSNEEAPKAIKPTSKEFRKTWGFRRTTIAKREGAGDAEADPLEPPPPQQQLGLSLRRSGRQPKRTERVEQFLTIARRRGRRSMPVSLEDSGEPTSCPATDAETASEGSVESASETRSGPQSASTAVKERPASSEKVKGGDDHDDTSDSDSDGLTLKELQNRLRRKREQEPTERPLKGIQSRLRKKRREEGPAETVGSEASDTVEGVLPSKQEPENDQGVVSQAGKDDRESKLEGKAAQDIKDEEPGDLGRPKPECEGYDPNALYCICRQPHNNRFMICCDRCEEWFHGDCVGIS.... Result: 0 (no interaction). (5) The miRNA is rno-miR-200a-3p with sequence UAACACUGUCUGGUAACGAUGU. The protein sequence of the target gene is MWAPPAAIMGDGPTKKVGNQAPLQTQALQTASLRDGPAKRAVWVRHTSSEPQEPTESKAAKERPKQEVTKAVVVDLGTGYCKCGFAGLPRPTHKISTTVGKPYMETAKTGDNRKETFVGQELNNTNVHLKLVNPLRHGIIVDWDTVQDIWEYLFRQEMKIAPEEHAVLVSDPPLSPHTNREKYAEMLFEAFNTPAMHIAYQSRLSMYSYGRTSGLVVEVGHGVSYVVPIYEGYPLPSITGRLDYAGSDLTAYLLGLLNSAGNEFTQDQMGIVEDIKKKCCFVALDPIEEKKVPLSEHTIR.... Result: 0 (no interaction). (6) The miRNA is cel-miR-90-3p with sequence UGAUAUGUUGUUUGAAUGCCCCU. The protein sequence of the target gene is MSLMVVSMACVGLFLVQRAGPHMGGQDKPFLSAWPSAVVPRGGHVTLRCHYRHRFNNFMLYKEDRIHIPIFHGRIFQESFNMSPVTTAHAGNYTCRGSHPHSPTGWSAPSNPVVIMVTGNHRKPSLLAHPGPLVKSGERVILQCWSDIMFEHFFLHKEGISKDPSRLVGQIHDGVSKANFSIGPMMLALAGTYRCYGSVTHTPYQLSAPSDPLDIVVTGPYEKPSLSAQPGPKVQAGESVTLSCSSRSSYDMYHLSREGGAHERRLPAVRKVNRTFQADFPLGPATHGGTYRCFGSFRHS.... Result: 0 (no interaction). (7) The miRNA is hsa-miR-5691 with sequence UUGCUCUGAGCUCCGAGAAAGC. The protein sequence of the target gene is MAATYRLVVSTVNHYSSVVIDRRFEQAIHYCTGTCHTFTHGIDCIVVHHSVCADLLHIPVSQFKDADLNSMFLPHENGLSSAEGDYPQQAFTGIPRVKRGSTFQNTYNLKDIAGEAISFASGKIKEFSFEKLKNSNHAAYRKGRKVKSDSFNRRSVDLDLLCGHYNNDGNAPSFGLLRSSSVEEKPLSHRNSLDTNLTSMFLQNFSEEDLVTQILEKHKIDNFSSGTDIKMCLDILLKCSEDLKKCTDIIKQCIKKKSGSSISEGSGNDTISSSETVYMNVMTRLASYLKKLPFEFMQSG.... Result: 0 (no interaction).